From a dataset of Reaction yield outcomes from USPTO patents with 853,638 reactions. Predict the reaction yield, written as a fraction of the theoretical maximum amount of product (1.0 means a 100% yield; for example, 0.34 means a 34% yield). (1) The reactants are [Br:1][C:2]1[CH:3]=[C:4]([N:9]2[C:13](=[O:14])[O:12][N:11]=[C:10]2[C:15]2[C:16]([NH:20][C:21](=[O:26])[C:22]([F:25])([F:24])[F:23])=[N:17][O:18][N:19]=2)[CH:5]=[CH:6][C:7]=1[F:8].[CH2:27]([OH:34])[C:28]1[CH:33]=[CH:32][CH:31]=[N:30][CH:29]=1.C1(P(C2C=CC=CC=2)C2C=CC=CC=2)C=CC=CC=1.N(C(OC(C)C)=O)=NC(OC(C)C)=O. The catalyst is O1CCCC1. The product is [F:23][C:22]([F:25])([F:24])[C:21]([OH:26])=[O:34].[Br:1][C:2]1[CH:3]=[C:4]([N:9]2[C:13](=[O:14])[O:12][N:11]=[C:10]2[C:15]2[C:16]([NH:20][CH2:27][C:28]3[CH:29]=[N:30][CH:31]=[CH:32][CH:33]=3)=[N:17][O:18][N:19]=2)[CH:5]=[CH:6][C:7]=1[F:8]. The yield is 0.0600. (2) The reactants are [OH:1][C:2]1[CH:7]=[CH:6][C:5]([N:8]2[C:13](=[O:14])[C:12]([CH2:15][C:16]3[CH:21]=[CH:20][C:19]([C:22]4[C:23]([C:28]#[N:29])=[CH:24][CH:25]=[CH:26][CH:27]=4)=[CH:18][CH:17]=3)=[C:11]([CH2:30][CH2:31][CH3:32])[N:10]3[N:33]=[CH:34][CH:35]=[C:9]23)=[CH:4][CH:3]=1.Br[CH2:37][C:38]([O:40][CH2:41][CH3:42])=[O:39].C(=O)([O-])[O-].[Cs+].[Cs+].C(OCC)(=O)C. The catalyst is CN(C)C=O.O. The product is [CH2:41]([O:40][C:38](=[O:39])[CH2:37][O:1][C:2]1[CH:3]=[CH:4][C:5]([N:8]2[C:13](=[O:14])[C:12]([CH2:15][C:16]3[CH:21]=[CH:20][C:19]([C:22]4[CH:27]=[CH:26][CH:25]=[CH:24][C:23]=4[C:28]#[N:29])=[CH:18][CH:17]=3)=[C:11]([CH2:30][CH2:31][CH3:32])[N:10]3[N:33]=[CH:34][CH:35]=[C:9]23)=[CH:6][CH:7]=1)[CH3:42]. The yield is 0.750. (3) The reactants are [C@@H:1]1([NH:10][C:11]2[C:12]3[CH:19]=[CH:18][N:17]([C@H:20]4[C@@H:24]5[O:25]C(C)(C)[O:27][C@@H:23]5[C@H:22]([CH2:30][OH:31])[CH2:21]4)[C:13]=3[N:14]=[CH:15][N:16]=2)[C:9]2[C:4](=[CH:5][CH:6]=[CH:7][CH:8]=2)[CH2:3][CH2:2]1.N1C=CC=CC=1.Cl[S:39]([NH2:42])(=[O:41])=[O:40]. The catalyst is C(C#N)(C)=O.C(Cl)Cl. The product is [S:39](=[O:41])(=[O:40])([O:31][CH2:30][C@@H:22]1[CH2:21][C@@H:20]([N:17]2[C:13]3[N:14]=[CH:15][N:16]=[C:11]([NH:10][C@@H:1]4[C:9]5[C:4](=[CH:5][CH:6]=[CH:7][CH:8]=5)[CH2:3][CH2:2]4)[C:12]=3[CH:19]=[CH:18]2)[C@H:24]([OH:25])[C@@H:23]1[OH:27])[NH2:42]. The yield is 0.460. (4) The reactants are [CH2:1]([O:8][C:9]1[CH:10]=[C:11]([CH:17]2[CH2:21][NH:20][C:19](=[O:22])[CH2:18]2)[CH:12]=[CH:13][C:14]=1[O:15][CH3:16])[C:2]1[CH:7]=[CH:6][CH:5]=[CH:4][CH:3]=1.I[C:24]1[CH:25]=[C:26]([N+:30]([O-:32])=[O:31])[CH:27]=[CH:28][CH:29]=1.[O-]P([O-])([O-])=O.[K+].[K+].[K+].CN(C=O)C. The catalyst is [Cu]I.O1CCOCC1. The product is [CH2:1]([O:8][C:9]1[CH:10]=[C:11]([CH:17]2[CH2:21][N:20]([C:24]3[CH:29]=[CH:28][CH:27]=[C:26]([N+:30]([O-:32])=[O:31])[CH:25]=3)[C:19](=[O:22])[CH2:18]2)[CH:12]=[CH:13][C:14]=1[O:15][CH3:16])[C:2]1[CH:3]=[CH:4][CH:5]=[CH:6][CH:7]=1. The yield is 0.570. (5) The product is [N:19]1([CH2:24][CH2:25][NH:26][C:27]([C:29]2[C:33]([CH3:34])=[C:32]([CH:35]=[C:13]3[C:12]4[C:16](=[CH:17][C:9]([C:6]5[CH:5]=[CH:4][C:3]([CH2:1][CH3:2])=[CH:8][CH:7]=5)=[CH:10][CH:11]=4)[NH:15][C:14]3=[O:18])[NH:31][C:30]=2[CH3:37])=[O:28])[CH2:23][CH2:22][CH2:21][CH2:20]1. No catalyst specified. The yield is 0.650. The reactants are [CH2:1]([C:3]1[CH:8]=[CH:7][C:6]([C:9]2[CH:17]=[C:16]3[C:12]([CH2:13][C:14](=[O:18])[NH:15]3)=[CH:11][CH:10]=2)=[CH:5][CH:4]=1)[CH3:2].[N:19]1([CH2:24][CH2:25][NH:26][C:27]([C:29]2[C:33]([CH3:34])=[C:32]([CH:35]=O)[NH:31][C:30]=2[CH3:37])=[O:28])[CH2:23][CH2:22][CH2:21][CH2:20]1. (6) The reactants are [Br:1][CH2:2][C:3](Br)=[O:4].[NH:6]1[CH2:10][CH2:9][CH2:8][CH2:7]1. The catalyst is C(Cl)Cl.C([O-])(O)=O.[Na+]. The product is [Br:1][CH2:2][C:3]([N:6]1[CH2:10][CH2:9][CH2:8][CH2:7]1)=[O:4]. The yield is 0.740. (7) The reactants are [C:1]([O:5][C:6](=[O:23])[NH:7][C@H:8]([CH:16]1[CH2:20][CH:19]([CH3:21])[C:18](=[O:22])[O:17]1)[CH2:9][C:10]1[CH:15]=[CH:14][CH:13]=[CH:12][CH:11]=1)([CH3:4])([CH3:3])[CH3:2].BrC[CH:26]=[C:27]([CH3:29])[CH3:28]. No catalyst specified. The product is [C:1]([O:5][C:6](=[O:23])[NH:7][C@H:8]([C@@H:16]1[CH2:20][C@@H:19]([CH2:21][CH:26]=[C:27]([CH3:29])[CH3:28])[C:18](=[O:22])[O:17]1)[CH2:9][C:10]1[CH:15]=[CH:14][CH:13]=[CH:12][CH:11]=1)([CH3:2])([CH3:4])[CH3:3]. The yield is 0.840.